Regression. Given two drug SMILES strings and cell line genomic features, predict the synergy score measuring deviation from expected non-interaction effect. From a dataset of NCI-60 drug combinations with 297,098 pairs across 59 cell lines. (1) Drug 1: CC1=C(N=C(N=C1N)C(CC(=O)N)NCC(C(=O)N)N)C(=O)NC(C(C2=CN=CN2)OC3C(C(C(C(O3)CO)O)O)OC4C(C(C(C(O4)CO)O)OC(=O)N)O)C(=O)NC(C)C(C(C)C(=O)NC(C(C)O)C(=O)NCCC5=NC(=CS5)C6=NC(=CS6)C(=O)NCCC[S+](C)C)O. Drug 2: C#CCC(CC1=CN=C2C(=N1)C(=NC(=N2)N)N)C3=CC=C(C=C3)C(=O)NC(CCC(=O)O)C(=O)O. Cell line: DU-145. Synergy scores: CSS=36.6, Synergy_ZIP=4.17, Synergy_Bliss=3.16, Synergy_Loewe=-1.27, Synergy_HSA=-1.49. (2) Drug 1: CC1=C2C(C(=O)C3(C(CC4C(C3C(C(C2(C)C)(CC1OC(=O)C(C(C5=CC=CC=C5)NC(=O)OC(C)(C)C)O)O)OC(=O)C6=CC=CC=C6)(CO4)OC(=O)C)OC)C)OC. Drug 2: C#CCC(CC1=CN=C2C(=N1)C(=NC(=N2)N)N)C3=CC=C(C=C3)C(=O)NC(CCC(=O)O)C(=O)O. Cell line: M14. Synergy scores: CSS=50.6, Synergy_ZIP=5.48, Synergy_Bliss=1.76, Synergy_Loewe=0.0427, Synergy_HSA=2.72. (3) Drug 1: CC1=CC2C(CCC3(C2CCC3(C(=O)C)OC(=O)C)C)C4(C1=CC(=O)CC4)C. Drug 2: C1=CC=C(C(=C1)C(C2=CC=C(C=C2)Cl)C(Cl)Cl)Cl. Cell line: UO-31. Synergy scores: CSS=2.24, Synergy_ZIP=1.38, Synergy_Bliss=4.38, Synergy_Loewe=4.74, Synergy_HSA=4.68.